From a dataset of Forward reaction prediction with 1.9M reactions from USPTO patents (1976-2016). Predict the product of the given reaction. The product is: [CH2:1]([O:3][C:4](=[O:18])[CH:5]([O:15][CH2:16][CH3:17])[CH2:6][C:7]1[CH:12]=[CH:11][C:10]([O:13][CH2:20][C:21]2[N:22]=[C:23]([C:27]3[S:28][CH:29]=[CH:30][CH:31]=3)[O:24][C:25]=2[CH3:26])=[CH:9][C:8]=1[CH3:14])[CH3:2]. Given the reactants [CH2:1]([O:3][C:4](=[O:18])[CH:5]([O:15][CH2:16][CH3:17])[CH2:6][C:7]1[CH:12]=[CH:11][C:10]([OH:13])=[CH:9][C:8]=1[CH3:14])[CH3:2].Cl[CH2:20][C:21]1[N:22]=[C:23]([C:27]2[S:28][CH:29]=[CH:30][CH:31]=2)[O:24][C:25]=1[CH3:26].C(=O)([O-])[O-].[K+].[K+].[I-].[K+], predict the reaction product.